Dataset: Forward reaction prediction with 1.9M reactions from USPTO patents (1976-2016). Task: Predict the product of the given reaction. (1) Given the reactants [Cl:1][C:2]1[CH:10]=[CH:9][C:5]([C:6](O)=[O:7])=[CH:4][C:3]=1[NH:11][C:12]([C:14]1[C:23](=[O:24])[NH:22][C:17]2[N:18]=[CH:19][N:20]=[CH:21][C:16]=2[CH:15]=1)=[O:13].[C:25]([O:29][C:30](=[O:42])[NH:31][CH2:32][CH2:33][CH:34]([NH2:41])[C:35]1[CH:40]=[CH:39][CH:38]=[CH:37][CH:36]=1)([CH3:28])([CH3:27])[CH3:26].C(N(CC)CC)C.CN(C(ON1N=NC2C=CC=NC1=2)=[N+](C)C)C.F[P-](F)(F)(F)(F)F, predict the reaction product. The product is: [Cl:1][C:2]1[CH:10]=[CH:9][C:5]([C:6]([NH:41][CH:34]([C:35]2[CH:36]=[CH:37][CH:38]=[CH:39][CH:40]=2)[CH2:33][CH2:32][NH:31][C:30](=[O:42])[O:29][C:25]([CH3:28])([CH3:27])[CH3:26])=[O:7])=[CH:4][C:3]=1[NH:11][C:12]([C:14]1[C:23](=[O:24])[NH:22][C:17]2[N:18]=[CH:19][N:20]=[CH:21][C:16]=2[CH:15]=1)=[O:13]. (2) Given the reactants [C:1]([O:5][C:6]([C@:8]1([NH:22][C:23]([O:25][C:26]([CH3:29])([CH3:28])[CH3:27])=[O:24])[CH2:13][C@@H:12](Br)[C@@H:11]2[C@H:9]1[C@H:10]2[C:15]([O:17][C:18]([CH3:21])([CH3:20])[CH3:19])=[O:16])=[O:7])([CH3:4])([CH3:3])[CH3:2].[NH:30]1[CH:34]=[N:33][C:32]([SH:35])=[N:31]1.C(=O)([O-])[O-].[K+].[K+], predict the reaction product. The product is: [C:1]([O:5][C:6]([C@:8]1([NH:22][C:23]([O:25][C:26]([CH3:29])([CH3:28])[CH3:27])=[O:24])[CH2:13][C@H:12]([S:35][C:32]2[N:33]=[CH:34][NH:30][N:31]=2)[C@@H:11]2[C@H:9]1[C@H:10]2[C:15]([O:17][C:18]([CH3:21])([CH3:20])[CH3:19])=[O:16])=[O:7])([CH3:4])([CH3:3])[CH3:2]. (3) Given the reactants COC([CH:5]1[C:14](=[O:15])[C:13]2[C:8](=[C:9]([CH3:17])[N:10]=[C:11]([CH3:16])[CH:12]=2)[N:7]([C:18]([O:20][CH2:21][C:22]2[CH:27]=[CH:26][CH:25]=[CH:24][CH:23]=2)=[O:19])[CH:6]1[CH2:28][CH3:29])=O.[OH-].[Na+], predict the reaction product. The product is: [CH2:21]([O:20][C:18]([N:7]1[C:8]2[C:13](=[CH:12][C:11]([CH3:16])=[N:10][C:9]=2[CH3:17])[C:14](=[O:15])[CH2:5][CH:6]1[CH2:28][CH3:29])=[O:19])[C:22]1[CH:23]=[CH:24][CH:25]=[CH:26][CH:27]=1. (4) The product is: [Cl:22][C:20]1[CH:19]=[CH:18][C:16]([N:17]2[C:9](=[O:10])[C:4]3=[CH:3][C:2]([Cl:1])=[CH:12][CH:11]=[C:5]3[C:6]2=[O:8])=[C:15]([O:14][CH3:13])[CH:21]=1. Given the reactants [Cl:1][C:2]1[CH:3]=[C:4]2[C:9](=[O:10])[O:8][C:6](=O)[C:5]2=[CH:11][CH:12]=1.[CH3:13][O:14][C:15]1[CH:21]=[C:20]([Cl:22])[CH:19]=[CH:18][C:16]=1[NH2:17], predict the reaction product. (5) The product is: [C:6](=[O:7])=[O:5].[C:34]([NH:33][C:25]1[C:26]([CH3:32])=[N:27][C:28]2[C:23]([N:24]=1)=[C:22]([C:14]1[NH:13][C:12]3[C:9]([CH3:11])([CH3:10])[NH:8][C:6](=[O:5])[C:16]=3[CH:15]=1)[CH:31]=[CH:30][CH:29]=2)([CH3:37])([CH3:36])[CH3:35]. Given the reactants C([O:5][C:6]([NH:8][C:9]([C:12]1[NH:13][C:14]([C:22]2[CH:31]=[CH:30][CH:29]=[C:28]3[C:23]=2[N:24]=[C:25]([NH:33][C:34]([CH3:37])([CH3:36])[CH3:35])[C:26]([CH3:32])=[N:27]3)=[CH:15][C:16]=1C(OCC)=O)([CH3:11])[CH3:10])=[O:7])(C)(C)C.Cl.CCN(C(C)C)C(C)C.C1CN([P+](ON2N=NC3C2=CC=CC=3)(N2CCCC2)N2CCCC2)CC1.F[P-](F)(F)(F)(F)F.C([O-])(O)=O.[Na+], predict the reaction product. (6) Given the reactants Br[CH:2]1[CH2:6][CH2:5][N:4]([C:7]2[CH:12]=[CH:11][C:10]([N:13]([CH3:28])[C:14](=[O:27])[C:15]3[CH:20]=[CH:19][C:18]([CH:21]4[CH2:26][CH2:25][CH2:24][CH2:23][CH2:22]4)=[CH:17][CH:16]=3)=[CH:9][CH:8]=2)[C:3]1=[O:29].[NH:30]1[CH2:35][CH2:34][CH2:33][CH2:32][CH2:31]1, predict the reaction product. The product is: [CH:21]1([C:18]2[CH:19]=[CH:20][C:15]([C:14]([N:13]([CH3:28])[C:10]3[CH:11]=[CH:12][C:7]([N:4]4[CH2:5][CH2:6][CH:2]([N:30]5[CH2:35][CH2:34][CH2:33][CH2:32][CH2:31]5)[C:3]4=[O:29])=[CH:8][CH:9]=3)=[O:27])=[CH:16][CH:17]=2)[CH2:26][CH2:25][CH2:24][CH2:23][CH2:22]1. (7) The product is: [CH3:18][O:19][C:20]1[CH:21]=[C:22]([O:1][C:2]2[CH:3]=[C:4]3[C:8](=[CH:9][CH:10]=2)[CH:7]([NH:11][S:12]([CH:15]([CH3:17])[CH3:16])(=[O:14])=[O:13])[CH2:6][CH2:5]3)[CH:23]=[N:24][CH:25]=1. Given the reactants [OH:1][C:2]1[CH:3]=[C:4]2[C:8](=[CH:9][CH:10]=1)[CH:7]([NH:11][S:12]([CH:15]([CH3:17])[CH3:16])(=[O:14])=[O:13])[CH2:6][CH2:5]2.[CH3:18][O:19][C:20]1[CH:21]=[C:22](B(O)O)[CH:23]=[N:24][CH:25]=1.C(N(CC)CC)C, predict the reaction product. (8) Given the reactants [CH2:1]([C:4]1[S:29][C:7]2[N:8]=[C:9]([O:25][CH2:26][CH2:27][NH2:28])[N:10]=[C:11]([N:12]3[CH2:17][CH2:16][N:15]4[C:18]([C:21]([F:24])([F:23])[F:22])=[N:19][N:20]=[C:14]4[CH2:13]3)[C:6]=2[CH:5]=1)[CH2:2][CH3:3].[OH:30][CH2:31][C:32](O)=[O:33], predict the reaction product. The product is: [OH:33][CH2:32][C:31]([NH:28][CH2:27][CH2:26][O:25][C:9]1[N:10]=[C:11]([N:12]2[CH2:17][CH2:16][N:15]3[C:18]([C:21]([F:22])([F:24])[F:23])=[N:19][N:20]=[C:14]3[CH2:13]2)[C:6]2[CH:5]=[C:4]([CH2:1][CH2:2][CH3:3])[S:29][C:7]=2[N:8]=1)=[O:30]. (9) Given the reactants Cl[C:2]1[CH:7]=[C:6]([C:8]2[N:9]=[C:10]([N:20]3[CH2:25][CH2:24][CH:23]([OH:26])[CH:22]([CH2:27][OH:28])[CH2:21]3)[C:11]3[C:17]([O:18][CH3:19])=[CH:16][N:15]=[CH:14][C:12]=3[N:13]=2)[CH:5]=[CH:4][N:3]=1.[NH2:29][C:30]1[CH:35]=[CH:34][CH:33]=[CH:32][CH:31]=1, predict the reaction product. The product is: [OH:28][CH2:27][CH:22]1[CH:23]([OH:26])[CH2:24][CH2:25][N:20]([C:10]2[C:11]3[C:17]([O:18][CH3:19])=[CH:16][N:15]=[CH:14][C:12]=3[N:13]=[C:8]([C:6]3[CH:5]=[CH:4][N:3]=[C:2]([NH:29][C:30]4[CH:35]=[CH:34][CH:33]=[CH:32][CH:31]=4)[CH:7]=3)[N:9]=2)[CH2:21]1.